This data is from Forward reaction prediction with 1.9M reactions from USPTO patents (1976-2016). The task is: Predict the product of the given reaction. (1) Given the reactants C[O:2][C:3]([C:5]1[CH:10]=[CH:9][CH:8]=[C:7]([N+:11]([O-])=O)[C:6]=1[CH:14](C(OC)=O)[C:15]([O:17]C)=O)=[O:4], predict the reaction product. The product is: [C:3]([C:5]1[CH:10]=[CH:9][CH:8]=[C:7]2[C:6]=1[CH2:14][C:15](=[O:17])[NH:11]2)([OH:2])=[O:4]. (2) The product is: [CH2:1]([O:8][CH2:9][C@H:10]([O:23][C:36]1[CH:35]=[CH:34][C:33]([C:30]2[CH:31]=[CH:32][C:27]([O:26][C:25]([F:24])([F:40])[F:41])=[CH:28][CH:29]=2)=[CH:38][CH:37]=1)[CH2:11][O:12][Si:13]([CH:14]([CH3:16])[CH3:15])([CH:20]([CH3:22])[CH3:21])[CH:17]([CH3:19])[CH3:18])[C:2]1[CH:7]=[CH:6][CH:5]=[CH:4][CH:3]=1. Given the reactants [CH2:1]([O:8][CH2:9][C@@H:10]([OH:23])[CH2:11][O:12][Si:13]([CH:20]([CH3:22])[CH3:21])([CH:17]([CH3:19])[CH3:18])[CH:14]([CH3:16])[CH3:15])[C:2]1[CH:7]=[CH:6][CH:5]=[CH:4][CH:3]=1.[F:24][C:25]([F:41])([F:40])[O:26][C:27]1[CH:32]=[CH:31][C:30]([C:33]2[CH:38]=[CH:37][C:36](O)=[CH:35][CH:34]=2)=[CH:29][CH:28]=1.C1(P(C2C=CC=CC=2)C2C=CC=CC=2)C=CC=CC=1, predict the reaction product. (3) Given the reactants Cl.Cl[CH2:3][C:4]1[N:8]2[CH:9]=[C:10]([F:13])[CH:11]=[CH:12][C:7]2=[N:6][C:5]=1[C:14]1[CH:19]=[CH:18][C:17]([F:20])=[CH:16][CH:15]=1.[F:21][C:22]1[CH:27]=[C:26]([F:28])[N:25]=[C:24]([NH2:29])[N:23]=1, predict the reaction product. The product is: [F:21][C:22]1[CH:27]=[C:26]([F:28])[N:25]=[C:24]([NH:29][CH2:3][C:4]2[N:8]3[CH:9]=[C:10]([F:13])[CH:11]=[CH:12][C:7]3=[N:6][C:5]=2[C:14]2[CH:19]=[CH:18][C:17]([F:20])=[CH:16][CH:15]=2)[N:23]=1. (4) Given the reactants [Br:1][C:2]1[CH:7]=[CH:6][C:5]([CH:8]([OH:29])[CH2:9][CH2:10][N:11]2[CH2:16][CH2:15][CH:14]([C:17]3[CH:18]=[C:19]([NH:23][C:24](=[O:28])[CH:25]([CH3:27])[CH3:26])[CH:20]=[CH:21][CH:22]=3)[CH2:13][CH2:12]2)=[CH:4][CH:3]=1.[CH3:30][O:31][C:32]1[CH:37]=[CH:36][C:35](O)=[CH:34][CH:33]=1, predict the reaction product. The product is: [Br:1][C:2]1[CH:3]=[CH:4][C:5]([CH:8]([O:29][C:35]2[CH:36]=[CH:37][C:32]([O:31][CH3:30])=[CH:33][CH:34]=2)[CH2:9][CH2:10][N:11]2[CH2:16][CH2:15][CH:14]([C:17]3[CH:18]=[C:19]([NH:23][C:24](=[O:28])[CH:25]([CH3:26])[CH3:27])[CH:20]=[CH:21][CH:22]=3)[CH2:13][CH2:12]2)=[CH:6][CH:7]=1. (5) Given the reactants C[O:2][C:3](=[O:32])[CH2:4][C:5]1[CH:10]=[CH:9][C:8]([O:11][CH2:12][CH2:13][CH2:14][O:15][C:16]2[CH:21]=[CH:20][C:19]([Cl:22])=[CH:18][C:17]=2[N:23]2[N:27]=[C:26]3[CH:28]=[CH:29][CH:30]=[CH:31][C:25]3=[N:24]2)=[CH:7][CH:6]=1.[CH3:33][Si]([N-][Si](C)(C)C)(C)C.[K+].CI, predict the reaction product. The product is: [N:27]1[N:23]([C:17]2[CH:18]=[C:19]([Cl:22])[CH:20]=[CH:21][C:16]=2[O:15][CH2:14][CH2:13][CH2:12][O:11][C:8]2[CH:7]=[CH:6][C:5]([CH:4]([CH3:33])[C:3]([OH:2])=[O:32])=[CH:10][CH:9]=2)[N:24]=[C:25]2[CH:31]=[CH:30][CH:29]=[CH:28][C:26]=12.